This data is from Reaction yield outcomes from USPTO patents with 853,638 reactions. The task is: Predict the reaction yield, written as a fraction of the theoretical maximum amount of product (1.0 means a 100% yield; for example, 0.34 means a 34% yield). (1) The reactants are S(=O)(=O)(O)N.[CH2:6]([O:13][C:14]1[CH:28]=[CH:27][C:17]([O:18][C:19]2[CH:26]=[CH:25][C:22]([CH:23]=[O:24])=[CH:21][CH:20]=2)=[CH:16][CH:15]=1)[C:7]1[CH:12]=[CH:11][CH:10]=[CH:9][CH:8]=1.Cl([O-])=[O:30].[Na+]. The catalyst is O.CC(C)=O. The product is [CH2:6]([O:13][C:14]1[CH:28]=[CH:27][C:17]([O:18][C:19]2[CH:20]=[CH:21][C:22]([C:23]([OH:30])=[O:24])=[CH:25][CH:26]=2)=[CH:16][CH:15]=1)[C:7]1[CH:8]=[CH:9][CH:10]=[CH:11][CH:12]=1. The yield is 0.850. (2) The reactants are B(F)(F)F.CC[O:7][CH2:8][CH3:9].[CH:10]([N:23]1[C:31]2[C:26](=[CH:27][C:28]([Cl:32])=[CH:29][CH:30]=2)[CH:25]=[C:24]1[CH2:33][CH2:34][NH:35][S:36]([CH2:39][C:40]1[C:45]([CH3:46])=[CH:44][CH:43]=[CH:42][C:41]=1[CH3:47])(=[O:38])=[O:37])([C:17]1[CH:22]=[CH:21][CH:20]=[CH:19][CH:18]=1)[C:11]1[CH:16]=[CH:15][CH:14]=[CH:13][CH:12]=1.C([SiH](CC)CC)C.C(OC(=O)C1[CH:64]=[CH:63][C:62]([CH2:65][CH2:66][CH:67]=O)=[CH:61][CH:60]=1)C.FC(F)(F)C(O)=[O:73].B(F)(F)F.C(=O)(O)[O-].[Na+].[OH-].[Na+].C(O)(=O)C. The catalyst is O.C1(C)C=CC=CC=1.O1CCCC1.C(Cl)Cl. The product is [CH:10]([N:23]1[C:31]2[C:26](=[CH:27][C:28]([Cl:32])=[CH:29][CH:30]=2)[C:25]([CH2:67][CH2:66][CH2:65][C:62]2[CH:63]=[CH:64][C:9]([C:8]([OH:7])=[O:73])=[CH:60][CH:61]=2)=[C:24]1[CH2:33][CH2:34][NH:35][S:36]([CH2:39][C:40]1[C:45]([CH3:46])=[CH:44][CH:43]=[CH:42][C:41]=1[CH3:47])(=[O:38])=[O:37])([C:11]1[CH:12]=[CH:13][CH:14]=[CH:15][CH:16]=1)[C:17]1[CH:18]=[CH:19][CH:20]=[CH:21][CH:22]=1. The yield is 0.810. (3) The reactants are [N:1]1([CH2:10][C:11]2[CH:16]=[CH:15][C:14]([C:17](=[S:19])[NH2:18])=[CH:13][CH:12]=2)[C:5]2[CH:6]=[CH:7][CH:8]=[CH:9][C:4]=2[N:3]=[CH:2]1.[Cl:20][CH2:21][C:22]([CH2:24]Cl)=O. The catalyst is C(O)C. The product is [Cl:20][CH2:21][C:22]1[N:18]=[C:17]([C:14]2[CH:15]=[CH:16][C:11]([CH2:10][N:1]3[C:5]4[CH:6]=[CH:7][CH:8]=[CH:9][C:4]=4[N:3]=[CH:2]3)=[CH:12][CH:13]=2)[S:19][CH:24]=1. The yield is 0.600. (4) The reactants are [CH3:1][NH:2][C:3]([C:5]1[CH:6]=[C:7]([CH:18]=[CH:19][CH:20]=1)[O:8][C:9]1[CH:14]=[CH:13][C:12]([N+:15]([O-])=O)=[CH:11][CH:10]=1)=[O:4]. The catalyst is CCOC(C)=O.[Pd]. The product is [CH3:1][NH:2][C:3]([C:5]1[CH:6]=[C:7]([CH:18]=[CH:19][CH:20]=1)[O:8][C:9]1[CH:14]=[CH:13][C:12]([NH2:15])=[CH:11][CH:10]=1)=[O:4]. The yield is 0.560. (5) The reactants are [Cl:1][C:2]1[N:7]=[C:6]([C:8]2[CH:13]=[CH:12][CH:11]=[CH:10][CH:9]=2)[N:5]=[C:4]([C:14]([NH:16][C:17]2[CH:22]=[CH:21][CH:20]=[CH:19][C:18]=2[C:23]2[S:24][C:25]3[CH:26]=[N:27][CH:28]=[CH:29][C:30]=3[N:31]=2)=[O:15])[CH:3]=1.[O:32]1[CH2:37][CH2:36][N:35]([CH2:38][CH2:39][NH2:40])[CH2:34][CH2:33]1. No catalyst specified. The product is [ClH:1].[O:32]1[CH2:37][CH2:36][N:35]([CH2:38][CH2:39][NH:40][C:2]2[N:7]=[C:6]([C:8]3[CH:13]=[CH:12][CH:11]=[CH:10][CH:9]=3)[N:5]=[C:4]([C:14]([NH:16][C:17]3[CH:22]=[CH:21][CH:20]=[CH:19][C:18]=3[C:23]3[S:24][C:25]4[CH:26]=[N:27][CH:28]=[CH:29][C:30]=4[N:31]=3)=[O:15])[CH:3]=2)[CH2:34][CH2:33]1. The yield is 0.760.